Task: Predict the reaction yield, written as a fraction of the theoretical maximum amount of product (1.0 means a 100% yield; for example, 0.34 means a 34% yield).. Dataset: Reaction yield outcomes from USPTO patents with 853,638 reactions (1) The reactants are [ClH:1].[NH:2]1[CH2:6][CH2:5][CH2:4][C@H:3]1[CH2:7][O:8][C:9]1[CH:26]=[CH:25][C:12]([CH2:13][C:14]2[CH:19]=[CH:18][C:17]([C:20]3[S:21][CH:22]=[CH:23][N:24]=3)=[CH:16][CH:15]=2)=[CH:11][CH:10]=1.Br[CH:28]([CH2:33][CH3:34])[C:29]([O:31]C)=[O:30]. No catalyst specified. The product is [ClH:1].[S:21]1[CH:22]=[CH:23][N:24]=[C:20]1[C:17]1[CH:18]=[CH:19][C:14]([CH2:13][C:12]2[CH:25]=[CH:26][C:9]([O:8][CH2:7][C@@H:3]3[CH2:4][CH2:5][CH2:6][N:2]3[CH2:34][CH2:33][CH2:28][C:29]([OH:31])=[O:30])=[CH:10][CH:11]=2)=[CH:15][CH:16]=1. The yield is 0.420. (2) The reactants are C([N-]C(C)C)(C)C.[Li+].[CH3:9][O:10][C:11](=[O:20])[CH2:12][C:13]1[CH:18]=[CH:17][C:16]([Br:19])=[CH:15][CH:14]=1.I[CH2:22][CH:23]1[CH2:27][CH2:26][CH2:25][CH2:24]1. The catalyst is O1CCCC1.CN1CCCN(C)C1=O.CN1CCCN(C)C1=O. The product is [CH3:9][O:10][C:11](=[O:20])[CH:12]([C:13]1[CH:18]=[CH:17][C:16]([Br:19])=[CH:15][CH:14]=1)[CH2:22][CH:23]1[CH2:27][CH2:26][CH2:25][CH2:24]1. The yield is 0.793. (3) The reactants are [CH2:1]([C@H:8]1[C@H:16]([CH3:17])[O:15][C:14](=[O:18])[C@@H:13]([NH:19]C(=O)OCC2C=CC=CC=2)[CH2:12][O:11][CH2:10][C@@H:9]1[CH2:30][CH2:31][CH:32]([CH3:34])[CH3:33])[C:2]1[CH:7]=[CH:6][CH:5]=[CH:4][CH:3]=1. The catalyst is CCOC(C)=O.[Pd]. The product is [NH2:19][C@H:13]1[CH2:12][O:11][CH2:10][C@H:9]([CH2:30][CH2:31][CH:32]([CH3:34])[CH3:33])[C@@H:8]([CH2:1][C:2]2[CH:3]=[CH:4][CH:5]=[CH:6][CH:7]=2)[C@H:16]([CH3:17])[O:15][C:14]1=[O:18]. The yield is 0.660. (4) The reactants are [CH:1]([O:4][C:5]1[CH:14]=[CH:13][C:12]2[C:7](=[CH:8][CH:9]=[CH:10][CH:11]=2)[C:6]=1[CH2:15]O)([CH3:3])[CH3:2].N1C=CC=CC=1.S(Cl)([Cl:25])=O. The catalyst is C1COCC1.CCOC(C)=O. The product is [Cl:25][CH2:15][C:6]1[C:7]2[C:12](=[CH:11][CH:10]=[CH:9][CH:8]=2)[CH:13]=[CH:14][C:5]=1[O:4][CH:1]([CH3:3])[CH3:2]. The yield is 0.850. (5) The reactants are [CH2:1]([NH2:5])[CH2:2][CH2:3][CH3:4].[N:6]([C:9]1[CH:10]=[CH:11][C:12]([O:15][C:16](=[O:25])[N:17]([CH3:24])[C:18]2[CH:23]=[CH:22][CH:21]=[CH:20][CH:19]=2)=[N:13][CH:14]=1)=[C:7]=[S:8]. The catalyst is ClCCl. The product is [CH2:1]([NH:5][C:7](=[S:8])[NH:6][C:9]1[CH:10]=[CH:11][C:12]([O:15][C:16](=[O:25])[N:17]([CH3:24])[C:18]2[CH:23]=[CH:22][CH:21]=[CH:20][CH:19]=2)=[N:13][CH:14]=1)[CH2:2][CH2:3][CH3:4]. The yield is 0.870. (6) The reactants are [Cl:1][C:2]1[C:7]([F:8])=[CH:6][CH:5]=[C:4]([Cl:9])[C:3]=1[CH:10]([O:12][C:13]1[C:14]([NH2:19])=[N:15][CH:16]=[CH:17][CH:18]=1)[CH3:11].C1C(=O)N([Br:27])C(=O)C1. The catalyst is CC#N.C(Cl)Cl. The product is [Br:27][C:17]1[CH:18]=[C:13]([O:12][CH:10]([C:3]2[C:4]([Cl:9])=[CH:5][CH:6]=[C:7]([F:8])[C:2]=2[Cl:1])[CH3:11])[C:14]([NH2:19])=[N:15][CH:16]=1. The yield is 0.820. (7) The reactants are [CH3:1][S:2][C:3]1[C:8]([NH:9][C:10](=[O:21])[CH2:11][N:12]2[CH2:17][CH2:16][N:15]([CH2:18][CH2:19]O)[CH2:14][CH2:13]2)=[C:7]([S:22][CH3:23])[CH:6]=[C:5]([CH3:24])[N:4]=1.[CH2:25]([O:32][C:33]1[CH:42]=[CH:41][C:36]2[N:37]=[C:38]([SH:40])[NH:39][C:35]=2[CH:34]=1)[C:26]1[CH:31]=[CH:30][CH:29]=[CH:28][CH:27]=1.C1(P(C2C=CC=CC=2)C2C=CC=CC=2)C=CC=CC=1.N(C(OCC)=O)=NC(OCC)=O.Cl. The catalyst is CN(C)C=O.C(OCC)(=O)C. The product is [CH2:25]([O:32][C:33]1[CH:42]=[CH:41][C:36]2[N:37]=[C:38]([S:40][CH2:19][CH2:18][N:15]3[CH2:16][CH2:17][N:12]([CH2:11][C:10]([NH:9][C:8]4[C:3]([S:2][CH3:1])=[N:4][C:5]([CH3:24])=[CH:6][C:7]=4[S:22][CH3:23])=[O:21])[CH2:13][CH2:14]3)[NH:39][C:35]=2[CH:34]=1)[C:26]1[CH:27]=[CH:28][CH:29]=[CH:30][CH:31]=1. The yield is 0.949.